The task is: Predict which catalyst facilitates the given reaction.. This data is from Catalyst prediction with 721,799 reactions and 888 catalyst types from USPTO. Reactant: C(OC([NH:8][CH2:9][C:10]1[CH:11]=[C:12]([C:16]2[CH:21]=[CH:20][CH:19]=[C:18]([CH2:22][O:23][C:24]3[CH:29]=[C:28]([CH2:30][CH:31]4[CH2:33][CH2:32]4)[CH:27]=[CH:26][C:25]=3[CH2:34][C:35]([OH:37])=[O:36])[CH:17]=2)[CH:13]=[CH:14][CH:15]=1)=O)(C)(C)C.C(OC(NCC1C=C(C2C=CC=C(COC3C=C(CCC(O)CO)C=CC=3CC(O)=O)C=2)C=CC=1)=O)(C)(C)C.Cl.CC#N. Product: [NH2:8][CH2:9][C:10]1[CH:11]=[C:12]([C:16]2[CH:21]=[CH:20][CH:19]=[C:18]([CH2:22][O:23][C:24]3[CH:29]=[C:28]([CH2:30][CH:31]4[CH2:32][CH2:33]4)[CH:27]=[CH:26][C:25]=3[CH2:34][C:35]([OH:37])=[O:36])[CH:17]=2)[CH:13]=[CH:14][CH:15]=1. The catalyst class is: 12.